This data is from Full USPTO retrosynthesis dataset with 1.9M reactions from patents (1976-2016). The task is: Predict the reactants needed to synthesize the given product. (1) Given the product [Cl:20][C:15]1[CH:14]=[C:13]2[C:12]([O:11][CH:10]([C:21]([N:23]3[CH2:28][CH2:27][C:26]([CH2:29][C:30]4[CH:31]=[CH:32][C:33]([F:36])=[CH:34][CH:35]=4)([C:37]#[N:38])[CH2:25][CH2:24]3)=[O:22])[CH2:9][NH:8]2)=[C:17]2[N:18]=[CH:40][NH:19][C:16]=12, predict the reactants needed to synthesize it. The reactants are: C(OC([N:8]1[C:13]2[CH:14]=[C:15]([Cl:20])[C:16]([NH2:19])=[C:17]([NH2:18])[C:12]=2[O:11][CH:10]([C:21]([N:23]2[CH2:28][CH2:27][C:26]([C:37]#[N:38])([CH2:29][C:30]3[CH:35]=[CH:34][C:33]([F:36])=[CH:32][CH:31]=3)[CH2:25][CH2:24]2)=[O:22])[CH2:9]1)=O)(C)(C)C.Cl.[CH:40](O)=O. (2) Given the product [Cl:9][C:7]1[CH:6]=[C:5]([CH:10]2[CH2:15][CH:14]([C:16]([O:18][CH3:19])=[O:17])[CH2:13][CH2:12][N:11]2[C:30]([O:32][CH3:33])=[O:31])[CH:4]=[C:3]([Cl:2])[CH:8]=1, predict the reactants needed to synthesize it. The reactants are: Cl.[Cl:2][C:3]1[CH:4]=[C:5]([CH:10]2[CH2:15][CH:14]([C:16]([O:18][CH3:19])=[O:17])[CH2:13][CH2:12][NH:11]2)[CH:6]=[C:7]([Cl:9])[CH:8]=1.CCN(C(C)C)C(C)C.Cl[C:30]([O:32][CH3:33])=[O:31]. (3) Given the product [OH:1][C:2]1([CH2:11][NH:12][C:13]([C:15]2[C:16]3[CH:17]=[CH:18][C:19]([N:40]4[CH2:41][CH2:42][C@@H:38]([N:37]([CH3:43])[CH3:36])[CH2:39]4)=[N:20][C:21]=3[CH:22]=[CH:23][C:24]=2[Cl:25])=[O:14])[CH2:7][CH2:6][CH2:5][CH:4]([CH:8]2[CH2:10][CH2:9]2)[CH2:3]1, predict the reactants needed to synthesize it. The reactants are: [OH:1][C:2]1([CH2:11][NH:12][C:13]([C:15]2[C:16]3[CH:17]=[CH:18][C:19](Cl)=[N:20][C:21]=3[CH:22]=[CH:23][C:24]=2[Cl:25])=[O:14])[CH2:7][CH2:6][CH2:5][CH:4]([CH:8]2[CH2:10][CH2:9]2)[CH2:3]1.CCN(C(C)C)C(C)C.[CH3:36][N:37]([CH3:43])[C@@H:38]1[CH2:42][CH2:41][NH:40][CH2:39]1. (4) Given the product [F:1][C:2]1[CH:15]=[CH:14][C:5]([CH2:6][N:7]2[CH2:12][CH2:11][N:10]([C:16]([N:18]3[CH:22]=[CH:21][N:20]=[CH:19]3)=[O:17])[CH2:9][C:8]2=[O:13])=[CH:4][CH:3]=1, predict the reactants needed to synthesize it. The reactants are: [F:1][C:2]1[CH:15]=[CH:14][C:5]([CH2:6][N:7]2[CH2:12][CH2:11][NH:10][CH2:9][C:8]2=[O:13])=[CH:4][CH:3]=1.[C:16](N1C=CN=C1)([N:18]1[CH:22]=[CH:21][N:20]=[CH:19]1)=[O:17].CN(C1C=CC=CN=1)C. (5) Given the product [CH:6]1([CH:9]([OH:10])[CH2:14][N+:11]([O-:13])=[O:12])[CH2:8][CH2:7]1, predict the reactants needed to synthesize it. The reactants are: CC(O)(C)C.[CH:6]1([CH:9]=[O:10])[CH2:8][CH2:7]1.[N+:11]([CH3:14])([O-:13])=[O:12].CC([O-])(C)C.[K+]. (6) Given the product [C:44]1([CH2:43][O:42][CH2:41][CH2:40][C:37]2[O:36][C:35]([CH2:34][CH2:33][C:4]#[N:6])=[CH:39][CH:38]=2)[CH:49]=[CH:48][CH:47]=[CH:46][CH:45]=1, predict the reactants needed to synthesize it. The reactants are: CCO[C:4](/[N:6]=N/C(OCC)=O)=O.C1C=CC(P(C2C=CC=CC=2)C2C=CC=CC=2)=CC=1.O[CH2:33][CH2:34][C:35]1[O:36][C:37]([CH2:40][CH2:41][O:42][CH2:43][C:44]2[CH:49]=[CH:48][CH:47]=[CH:46][CH:45]=2)=[CH:38][CH:39]=1.CC(C)(O)C#N. (7) Given the product [Cl:1][C:2]1[CH:3]=[C:4]([C:8]2[CH:9]=[C:10]([CH2:16][C:17]3[CH:18]=[N:19][C:20]([C:23]([O:32][CH3:33])=[O:49])=[N:21][CH:22]=3)[CH:11]=[N:12][C:13]=2[O:14][CH3:15])[CH:5]=[CH:6][CH:7]=1, predict the reactants needed to synthesize it. The reactants are: [Cl:1][C:2]1[CH:3]=[C:4]([C:8]2[CH:9]=[C:10]([CH2:16][C:17]3[CH:18]=[N:19][C:20]([C:23]#N)=[N:21][CH:22]=3)[CH:11]=[N:12][C:13]=2[O:14][CH3:15])[CH:5]=[CH:6][CH:7]=1.BrC1C=C(C2C=CC=C(Cl)C=2)C([O:32][CH3:33])=NC=1.ClCC1C=C(C2C=CC=C(Cl)C=2)C([O:49]C)=NC=1.CC1(C)C(C)(C)OB(C2C=NC(C#N)=NC=2)O1. (8) Given the product [CH3:43][C@H:42]([O:1][C:2]1[CH:3]=[C:4]([CH:9]=[C:10]([O:12][CH2:13][C:14]2[CH:19]=[CH:18][CH:17]=[CH:16][CH:15]=2)[CH:11]=1)[C:5]([O:7][CH3:8])=[O:6])[CH2:41][O:40][CH3:39], predict the reactants needed to synthesize it. The reactants are: [OH:1][C:2]1[CH:3]=[C:4]([CH:9]=[C:10]([O:12][CH2:13][C:14]2[CH:19]=[CH:18][CH:17]=[CH:16][CH:15]=2)[CH:11]=1)[C:5]([O:7][CH3:8])=[O:6].C1(P(C2C=CC=CC=2)C2C=CC=CC=2)C=CC=CC=1.[CH3:39][O:40][CH2:41][CH:42](O)[CH3:43].N(C(OC(C)C)=O)=NC(OC(C)C)=O. (9) Given the product [CH3:7][O:8][C:9]([C:11]1[C:19]2[C:14](=[CH:15][C:16]([Br:20])=[CH:17][CH:18]=2)[N:13]([CH3:1])[CH:12]=1)=[O:10], predict the reactants needed to synthesize it. The reactants are: [C:1](=O)(OC)OC.[CH3:7][O:8][C:9]([C:11]1[C:19]2[C:14](=[CH:15][C:16]([Br:20])=[CH:17][CH:18]=2)[NH:13][CH:12]=1)=[O:10].C(=O)([O-])[O-].[K+].[K+]. (10) Given the product [ClH:46].[F:1][C:2]1[CH:18]=[C:17]([F:19])[CH:16]=[CH:15][C:3]=1[C:4]([NH:6][C:7]1[CH:12]=[CH:11][C:10]([F:13])=[C:9]([NH:14][CH:24]2[CH2:25][CH2:26][N:21]([CH3:20])[CH2:22][CH2:23]2)[CH:8]=1)=[O:5], predict the reactants needed to synthesize it. The reactants are: [F:1][C:2]1[CH:18]=[C:17]([F:19])[CH:16]=[CH:15][C:3]=1[C:4]([NH:6][C:7]1[CH:12]=[CH:11][C:10]([F:13])=[C:9]([NH2:14])[CH:8]=1)=[O:5].[CH3:20][N:21]1[CH2:26][CH2:25][C:24](=O)[CH2:23][CH2:22]1.C(O)(=O)C.C(O[BH-](OC(=O)C)OC(=O)C)(=O)C.[Na+].[Cl:46]CCCl.